This data is from Full USPTO retrosynthesis dataset with 1.9M reactions from patents (1976-2016). The task is: Predict the reactants needed to synthesize the given product. (1) Given the product [NH2:7][CH2:8][CH2:9][CH:10]([NH:18][C:19]([C:20]1[C:21]([F:47])=[CH:22][C:23]([Cl:46])=[C:24]([NH:26][C:27]([C:29]2[C:44](=[O:45])[NH:43][C:32]3[N:33]=[C:34]([N:37]4[CH2:42][CH2:41][O:40][CH2:39][CH2:38]4)[N:35]=[CH:36][C:31]=3[CH:30]=2)=[O:28])[CH:25]=1)=[O:48])[C:11]1[CH:16]=[CH:15][CH:14]=[C:13]([Cl:17])[CH:12]=1, predict the reactants needed to synthesize it. The reactants are: C(OC(=O)[NH:7][CH2:8][CH2:9][CH:10]([NH:18][C:19](=[O:48])[C:20]1[CH:25]=[C:24]([NH:26][C:27]([C:29]2[C:44](=[O:45])[NH:43][C:32]3[N:33]=[C:34]([N:37]4[CH2:42][CH2:41][O:40][CH2:39][CH2:38]4)[N:35]=[CH:36][C:31]=3[CH:30]=2)=[O:28])[C:23]([Cl:46])=[CH:22][C:21]=1[F:47])[C:11]1[CH:16]=[CH:15][CH:14]=[C:13]([Cl:17])[CH:12]=1)(C)(C)C.ClCCl.FC(F)(F)C(O)=O. (2) Given the product [F:36][C:32]1[CH:33]=[CH:34][CH:35]=[C:2]([F:1])[C:3]=1[CH2:4][O:5][C:6]1[N:11]2[N:12]=[C:13]([CH3:30])[C:14]([C:15]([NH:17][C:18]34[CH2:19][CH2:20][C:21]([C:26]([OH:28])=[O:27])([CH2:22][CH2:23]3)[CH2:24][CH2:25]4)=[O:16])=[C:10]2[CH:9]=[C:8]([CH3:31])[CH:7]=1, predict the reactants needed to synthesize it. The reactants are: [F:1][C:2]1[CH:35]=[CH:34][CH:33]=[C:32]([F:36])[C:3]=1[CH2:4][O:5][C:6]1[N:11]2[N:12]=[C:13]([CH3:30])[C:14]([C:15]([NH:17][C:18]34[CH2:25][CH2:24][C:21]([C:26]([O:28]C)=[O:27])([CH2:22][CH2:23]3)[CH2:20][CH2:19]4)=[O:16])=[C:10]2[CH:9]=[C:8]([CH3:31])[CH:7]=1.[OH-].[Li+].C(O)=O.